From a dataset of NCI-60 drug combinations with 297,098 pairs across 59 cell lines. Regression. Given two drug SMILES strings and cell line genomic features, predict the synergy score measuring deviation from expected non-interaction effect. (1) Drug 1: C1=NC(=NC(=O)N1C2C(C(C(O2)CO)O)O)N. Drug 2: C1CN(CCN1C(=O)CCBr)C(=O)CCBr. Cell line: LOX IMVI. Synergy scores: CSS=51.5, Synergy_ZIP=-4.49, Synergy_Bliss=-0.0401, Synergy_Loewe=0.725, Synergy_HSA=3.78. (2) Drug 1: CC12CCC(CC1=CCC3C2CCC4(C3CC=C4C5=CN=CC=C5)C)O. Drug 2: C1=CC(=CC=C1CCC2=CNC3=C2C(=O)NC(=N3)N)C(=O)NC(CCC(=O)O)C(=O)O. Cell line: OVCAR-8. Synergy scores: CSS=34.3, Synergy_ZIP=-0.174, Synergy_Bliss=0.645, Synergy_Loewe=-6.89, Synergy_HSA=1.57. (3) Drug 1: C1CCC(CC1)NC(=O)N(CCCl)N=O. Drug 2: C(CCl)NC(=O)N(CCCl)N=O. Cell line: SW-620. Synergy scores: CSS=22.0, Synergy_ZIP=-9.01, Synergy_Bliss=-0.183, Synergy_Loewe=-10.3, Synergy_HSA=-0.736. (4) Drug 1: C1CCN(CC1)CCOC2=CC=C(C=C2)C(=O)C3=C(SC4=C3C=CC(=C4)O)C5=CC=C(C=C5)O. Drug 2: CC1CCC2CC(C(=CC=CC=CC(CC(C(=O)C(C(C(=CC(C(=O)CC(OC(=O)C3CCCCN3C(=O)C(=O)C1(O2)O)C(C)CC4CCC(C(C4)OC)O)C)C)O)OC)C)C)C)OC. Cell line: NCI-H460. Synergy scores: CSS=10.5, Synergy_ZIP=-4.19, Synergy_Bliss=-7.69, Synergy_Loewe=-24.1, Synergy_HSA=-9.80. (5) Drug 2: C(CCl)NC(=O)N(CCCl)N=O. Cell line: SK-MEL-28. Synergy scores: CSS=-2.96, Synergy_ZIP=5.96, Synergy_Bliss=-1.61, Synergy_Loewe=-4.74, Synergy_HSA=-4.59. Drug 1: CC12CCC3C(C1CCC2O)C(CC4=C3C=CC(=C4)O)CCCCCCCCCS(=O)CCCC(C(F)(F)F)(F)F. (6) Drug 1: CS(=O)(=O)C1=CC(=C(C=C1)C(=O)NC2=CC(=C(C=C2)Cl)C3=CC=CC=N3)Cl. Drug 2: CC=C1C(=O)NC(C(=O)OC2CC(=O)NC(C(=O)NC(CSSCCC=C2)C(=O)N1)C(C)C)C(C)C. Cell line: OVCAR-8. Synergy scores: CSS=29.2, Synergy_ZIP=-0.367, Synergy_Bliss=-3.68, Synergy_Loewe=-17.2, Synergy_HSA=-2.90. (7) Drug 1: C1=CC(=CC=C1C#N)C(C2=CC=C(C=C2)C#N)N3C=NC=N3. Drug 2: C(CC(=O)O)C(=O)CN.Cl. Cell line: OVCAR-5. Synergy scores: CSS=11.6, Synergy_ZIP=2.28, Synergy_Bliss=4.87, Synergy_Loewe=-1.36, Synergy_HSA=-1.32.